From a dataset of Reaction yield outcomes from USPTO patents with 853,638 reactions. Predict the reaction yield, written as a fraction of the theoretical maximum amount of product (1.0 means a 100% yield; for example, 0.34 means a 34% yield). (1) The catalyst is O1CCCC1. The reactants are C([Li:5])CCC.Br[C:7]1[CH:8]=[C:9]([N:13]2[CH2:17][CH2:16][CH:15]([O:18][CH3:19])[CH2:14]2)[CH:10]=[CH:11][CH:12]=1.[S:20](=[O:22])=[O:21]. The product is [CH3:19][O:18][CH:15]1[CH2:16][CH2:17][N:13]([C:9]2[CH:8]=[C:7]([S:20]([O-:22])=[O:21])[CH:12]=[CH:11][CH:10]=2)[CH2:14]1.[Li+:5]. The yield is 0.900. (2) The reactants are [OH:1][C@@H:2]1[CH2:19][CH2:18][C@@:17]2([CH2:20][O:21][CH3:22])[C@@H:4]([CH2:5][CH2:6][C@@H:7]3[C@@H:16]2[CH2:15][CH2:14][C@@:12]2([CH3:13])[C@H:8]3[CH2:9][CH2:10][C:11]2=[O:23])[CH2:3]1.[CH3:24][O:25][CH2:26]Cl.C(N(CC)C(C)C)(C)C.O. The catalyst is C(Cl)Cl. The product is [CH3:22][O:21][CH2:20][C@@:17]12[C@@H:16]3[C@H:7]([C@H:8]4[C@@:12]([CH2:14][CH2:15]3)([CH3:13])[C:11](=[O:23])[CH2:10][CH2:9]4)[CH2:6][CH2:5][C@H:4]1[CH2:3][C@H:2]([O:1][CH2:24][O:25][CH3:26])[CH2:19][CH2:18]2. The yield is 1.00. (3) The reactants are F[C:2]1[N:7]=[CH:6][C:5]([N:8]2[CH2:12][CH2:11][N:10]([C:13]3[CH:14]=[N:15][CH:16]=[CH:17][C:18]=3[CH3:19])[C:9]2=[O:20])=[CH:4][CH:3]=1.CO.C([O-])(O)=[O:24].[Na+]. The catalyst is Cl.C(Cl)(Cl)Cl. The product is [OH:24][C:2]1[N:7]=[CH:6][C:5]([N:8]2[CH2:12][CH2:11][N:10]([C:13]3[CH:14]=[N:15][CH:16]=[CH:17][C:18]=3[CH3:19])[C:9]2=[O:20])=[CH:4][CH:3]=1. The yield is 0.990.